From a dataset of Catalyst prediction with 721,799 reactions and 888 catalyst types from USPTO. Predict which catalyst facilitates the given reaction. Reactant: [CH2:1]([O:8][C:9]1[CH:14]=[CH:13][C:12](Br)=[CH:11][CH:10]=1)[C:2]1[CH:7]=[CH:6][CH:5]=[CH:4][CH:3]=1.[F:16][C:17]([F:29])([F:28])[O:18][C:19]1[CH:24]=[CH:23][C:22](B(O)O)=[CH:21][CH:20]=1.C(=O)([O-])[O-].[Na+].[Na+].COCCOC. Product: [CH2:1]([O:8][C:9]1[CH:14]=[CH:13][C:12]([C:22]2[CH:21]=[CH:20][C:19]([O:18][C:17]([F:16])([F:28])[F:29])=[CH:24][CH:23]=2)=[CH:11][CH:10]=1)[C:2]1[CH:7]=[CH:6][CH:5]=[CH:4][CH:3]=1. The catalyst class is: 103.